Task: Predict the reactants needed to synthesize the given product.. Dataset: Full USPTO retrosynthesis dataset with 1.9M reactions from patents (1976-2016) (1) Given the product [C:11]([O:10][C:8]([N:5]1[CH2:6][CH2:7][C@H:3]([CH2:2][NH:1][C:25]([C:20]2[NH:21][C:22]3[C:18]([CH:19]=2)=[CH:17][C:16]([Cl:15])=[CH:24][CH:23]=3)=[O:26])[CH2:4]1)=[O:9])([CH3:14])([CH3:13])[CH3:12], predict the reactants needed to synthesize it. The reactants are: [NH2:1][CH2:2][C@H:3]1[CH2:7][CH2:6][N:5]([C:8]([O:10][C:11]([CH3:14])([CH3:13])[CH3:12])=[O:9])[CH2:4]1.[Cl:15][C:16]1[CH:17]=[C:18]2[C:22](=[CH:23][CH:24]=1)[NH:21][C:20]([C:25](O)=[O:26])=[CH:19]2. (2) Given the product [Cl:11][C:12]1[C:19]([Cl:20])=[CH:18][CH:17]=[CH:16][C:13]=1[CH:14]([NH2:5])[CH2:26][C:27]1[CH:36]=[C:35]([CH3:37])[C:34]2[C:29](=[CH:30][CH:31]=[CH:32][CH:33]=2)[N:28]=1, predict the reactants needed to synthesize it. The reactants are: C[Si]([N-:5][Si](C)(C)C)(C)C.[Li+].[Cl:11][C:12]1[C:19]([Cl:20])=[CH:18][CH:17]=[CH:16][C:13]=1[CH:14]=O.C([Li])CCC.[CH3:26][C:27]1[CH:36]=[C:35]([CH3:37])[C:34]2[C:29](=[CH:30][CH:31]=[CH:32][CH:33]=2)[N:28]=1. (3) Given the product [Cl:1][C:2]1[CH:7]=[C:6]([N:8]2[CH2:12][CH2:11][C:10]([C:17]3[CH:18]=[C:19]([Cl:24])[CH:20]=[C:21]([Cl:23])[CH:22]=3)([C:13]([F:15])([F:14])[F:16])[CH2:9]2)[CH:5]=[CH:4][C:3]=1[CH2:25][NH:26][C:34](=[O:36])[CH3:35], predict the reactants needed to synthesize it. The reactants are: [Cl:1][C:2]1[CH:7]=[C:6]([N:8]2[CH2:12][CH2:11][C:10]([C:17]3[CH:22]=[C:21]([Cl:23])[CH:20]=[C:19]([Cl:24])[CH:18]=3)([C:13]([F:16])([F:15])[F:14])[CH2:9]2)[CH:5]=[CH:4][C:3]=1[CH2:25][NH2:26].C(N(CC)CC)C.[C:34](Cl)(=[O:36])[CH3:35]. (4) Given the product [C:26]([OH:29])(=[O:28])[CH3:27].[C:26]([OH:29])(=[O:28])[CH3:27].[N:1]1([CH2:10][C:11]2[N:15]([CH2:16][CH2:17][C:18]([NH2:20])=[NH:19])[C:14]3[CH:22]=[CH:23][CH:24]=[CH:25][C:13]=3[N:12]=2)[C:5]2[CH:6]=[CH:7][CH:8]=[CH:9][C:4]=2[N:3]=[N:2]1, predict the reactants needed to synthesize it. The reactants are: [N:1]1([CH2:10][C:11]2[N:15]([CH2:16][CH2:17][C:18]([NH:20]O)=[NH:19])[C:14]3[CH:22]=[CH:23][CH:24]=[CH:25][C:13]=3[N:12]=2)[C:5]2[CH:6]=[CH:7][CH:8]=[CH:9][C:4]=2[N:3]=[N:2]1.[C:26]([O:29]C(=O)C)(=[O:28])[CH3:27].C(OCC)C. (5) The reactants are: [Cl:1][C:2]1[CH:3]=[C:4]([CH2:9][C:10]([OH:12])=O)[CH:5]=[CH:6][C:7]=1[Cl:8].[NH2:13][CH:14]([CH2:22][CH3:23])[C:15]([O:17][CH2:18][CH:19]([CH3:21])[CH3:20])=[O:16]. Given the product [CH2:18]([O:17][C:15](=[O:16])[CH:14]([NH:13][C:10](=[O:12])[CH2:9][C:4]1[CH:5]=[CH:6][C:7]([Cl:8])=[C:2]([Cl:1])[CH:3]=1)[CH2:22][CH3:23])[CH:19]([CH3:20])[CH3:21], predict the reactants needed to synthesize it.